From a dataset of hERG Central: cardiac toxicity at 1µM, 10µM, and general inhibition. Predict hERG channel inhibition at various concentrations. (1) The compound is COc1ccc(NC(=S)N(CCCN2CCC(C)CC2)Cc2cccs2)cc1Cl. Results: hERG_inhib (hERG inhibition (general)): blocker. (2) Results: hERG_inhib (hERG inhibition (general)): blocker. The molecule is Cc1oc(-c2ccc(Cl)cc2)nc1CN1CCCC(C(=O)NCc2cccnc2)C1. (3) The drug is NNC(=O)CN1C(c2ccc(Cl)cc2)=Nc2ccc(Br)cc2C1c1ccccc1. Results: hERG_inhib (hERG inhibition (general)): blocker. (4) The molecule is CCN(CC)CCn1c2c(c(SCC(=O)Nc3ccc(C)c(F)c3)nc1=O)CCCC2. Results: hERG_inhib (hERG inhibition (general)): blocker. (5) The compound is CCNC(=S)N(CCc1ccc(OC)c(OC)c1)Cc1cc2cc(OC)ccc2[nH]c1=O. Results: hERG_inhib (hERG inhibition (general)): blocker. (6) The molecule is COc1ccc(C(CNC(=O)COc2ccc(F)cc2Br)N2CCCC2)cc1. Results: hERG_inhib (hERG inhibition (general)): blocker.